This data is from Forward reaction prediction with 1.9M reactions from USPTO patents (1976-2016). The task is: Predict the product of the given reaction. Given the reactants C([O:3][C:4](=O)[C:5]([O:10][CH2:11][CH:12]=[CH2:13])=[C:6]([OH:9])[CH2:7][CH3:8])C.[H-].[H-].[H-].[H-].[Li+].[Al+3].O, predict the reaction product. The product is: [CH2:11]([O:10][CH:5]([CH:6]([OH:9])[CH:7]=[CH2:8])[CH2:4][OH:3])[CH:12]=[CH2:13].